This data is from Catalyst prediction with 721,799 reactions and 888 catalyst types from USPTO. The task is: Predict which catalyst facilitates the given reaction. Reactant: C(OC([N:8]1[CH2:13][CH2:12][CH2:11][CH:10]([NH:14][C:15]2[C:20]([C:21]3[S:22][C:23]([CH3:26])=[N:24][N:25]=3)=[CH:19][N:18]=[C:17]([C:27]3[CH:32]=[CH:31][CH:30]=[C:29]([C:33]4[CH:34]=[N:35][N:36]([CH3:38])[CH:37]=4)[CH:28]=3)[N:16]=2)[CH2:9]1)=O)(C)(C)C.[ClH:39]. Product: [ClH:39].[CH3:38][N:36]1[CH:37]=[C:33]([C:29]2[CH:28]=[C:27]([C:17]3[N:16]=[C:15]([NH:14][CH:10]4[CH2:11][CH2:12][CH2:13][NH:8][CH2:9]4)[C:20]([C:21]4[S:22][C:23]([CH3:26])=[N:24][N:25]=4)=[CH:19][N:18]=3)[CH:32]=[CH:31][CH:30]=2)[CH:34]=[N:35]1. The catalyst class is: 12.